This data is from Full USPTO retrosynthesis dataset with 1.9M reactions from patents (1976-2016). The task is: Predict the reactants needed to synthesize the given product. (1) Given the product [CH2:10]([O:9][CH:4]([O:3][CH2:1][CH3:2])/[C:5](=[N:8]/[C:25]([C:24]1[N:20]([CH3:19])[N:21]=[CH:22][CH:23]=1)=[O:26])/[O:6][CH3:7])[CH3:11], predict the reactants needed to synthesize it. The reactants are: [CH2:1]([O:3][CH:4]([O:9][CH2:10][CH3:11])[C:5](=[NH:8])[O:6][CH3:7])[CH3:2].C(N(CC)CC)C.[CH3:19][N:20]1[C:24]([C:25](Cl)=[O:26])=[CH:23][CH:22]=[N:21]1. (2) The reactants are: [NH:1]1[CH2:5][CH2:4][CH2:3][CH2:2]1.C(P(C(C)(C)C)C1C=CC=C[C:12]=1[C:17]1[CH:22]=[CH:21][CH:20]=[CH:19][CH:18]=1)(C)(C)C.P([O-])([O-])([O-])=[O:28].[K+].[K+].[K+].[CH3:35][O:36]CCOC.[C:41]([O:44][CH2:45]C)(=[O:43])C. Given the product [N:1]1([C:21]2[CH:22]=[C:17]([C:12]([O:36][CH3:35])=[O:28])[CH:18]=[C:19]([CH:20]=2)[C:41]([O:44][CH3:45])=[O:43])[CH2:5][CH2:4][CH2:3][CH2:2]1, predict the reactants needed to synthesize it.